Dataset: Retrosynthesis with 50K atom-mapped reactions and 10 reaction types from USPTO. Task: Predict the reactants needed to synthesize the given product. (1) Given the product CCN(c1ccc(F)c(C(=O)O)c1F)S(=O)(=O)NC, predict the reactants needed to synthesize it. The reactants are: CCN(c1ccc(F)c(C(=O)OC)c1F)S(=O)(=O)NC. (2) Given the product Cc1ccc(CNc2ccc3c(NS(=O)(=O)c4ccccc4)cccc3n2)o1, predict the reactants needed to synthesize it. The reactants are: Cc1ccc(CNc2ccc3c(N)cccc3n2)o1.O=S(=O)(Cl)c1ccccc1. (3) Given the product O=C(O)C(F)(F)F, predict the reactants needed to synthesize it. The reactants are: Nc1cc2cc(c1)Nc1nc(ncc1Cl)Nc1cccc(c1)CC2.O=C(O)C1CCC1. (4) Given the product O=Cc1cccc([N+](=O)[O-])c1Cl, predict the reactants needed to synthesize it. The reactants are: O=[N+]([O-])c1cccc(CO)c1Cl. (5) Given the product COC(=O)c1cc2c(cc1N)OCO2, predict the reactants needed to synthesize it. The reactants are: COC(=O)c1cc2c(cc1[N+](=O)[O-])OCO2.